Dataset: Full USPTO retrosynthesis dataset with 1.9M reactions from patents (1976-2016). Task: Predict the reactants needed to synthesize the given product. (1) Given the product [C:1]([O:5][C:6]([N:8]1[CH2:9][CH2:10][CH:11]([O:14][C:15]2[CH:23]=[C:22]([S:24][CH3:25])[CH:21]=[CH:20][C:16]=2[C:17]([NH:38][C:39]2[C:40]([C:45]([NH:47][C:48]3[CH:53]=[CH:52][C:51]([Cl:54])=[CH:50][N:49]=3)=[O:46])=[N:41][CH:42]=[CH:43][CH:44]=2)=[O:19])[CH2:12][CH2:13]1)=[O:7])([CH3:3])([CH3:2])[CH3:4], predict the reactants needed to synthesize it. The reactants are: [C:1]([O:5][C:6]([N:8]1[CH2:13][CH2:12][CH:11]([O:14][C:15]2[CH:23]=[C:22]([S:24][CH3:25])[CH:21]=[CH:20][C:16]=2[C:17]([OH:19])=O)[CH2:10][CH2:9]1)=[O:7])([CH3:4])([CH3:3])[CH3:2].N1C=CC=CC=1.C(Cl)(=O)C(Cl)=O.[NH2:38][C:39]1[C:40]([C:45]([NH:47][C:48]2[CH:53]=[CH:52][C:51]([Cl:54])=[CH:50][N:49]=2)=[O:46])=[N:41][CH:42]=[CH:43][CH:44]=1. (2) Given the product [NH2:1][CH:2]([C:6]1[CH:11]=[CH:10][CH:9]=[C:8]([Br:12])[CH:7]=1)[C:3]([O:5][CH3:14])=[O:4], predict the reactants needed to synthesize it. The reactants are: [NH2:1][CH:2]([C:6]1[CH:11]=[CH:10][CH:9]=[C:8]([Br:12])[CH:7]=1)[C:3]([OH:5])=[O:4].Cl.[CH3:14]O. (3) Given the product [CH:1]1([O:6][C:7]2[CH:8]=[C:9]([CH:15]3[CH2:19][N:18]([C:20]4[CH:21]=[C:22]([CH:25]=[CH:26][CH:27]=4)[C:23]([NH2:24])=[O:30])[C:17](=[O:28])[CH2:16]3)[CH:10]=[CH:11][C:12]=2[O:13][CH3:14])[CH2:2][CH2:3][CH2:4][CH2:5]1, predict the reactants needed to synthesize it. The reactants are: [CH:1]1([O:6][C:7]2[CH:8]=[C:9]([CH:15]3[CH2:19][N:18]([C:20]4[CH:21]=[C:22]([CH:25]=[CH:26][CH:27]=4)[C:23]#[N:24])[C:17](=[O:28])[CH2:16]3)[CH:10]=[CH:11][C:12]=2[O:13][CH3:14])[CH2:5][CH2:4][CH2:3][CH2:2]1.C[OH:30]. (4) Given the product [Br:51][C:48]1[CH:47]=[CH:46][C:45]([S:42]([NH:41][C:39]2[CH:40]=[C:35]([NH:34][C:11](=[O:13])[C@@H:9]([N:8]([CH3:14])[C:6](=[O:7])[O:5][C:2]([CH3:1])([CH3:3])[CH3:4])[CH3:10])[CH:36]=[CH:37][C:38]=2[O:52][CH3:53])(=[O:44])=[O:43])=[CH:50][CH:49]=1, predict the reactants needed to synthesize it. The reactants are: [CH3:1][C:2]([O:5][C:6]([N:8]([CH3:14])[C@H:9]([C:11]([OH:13])=O)[CH3:10])=[O:7])([CH3:4])[CH3:3].ON1C2C=CC=CC=2N=N1.C(N(C(C)C)CC)(C)C.[NH2:34][C:35]1[CH:36]=[CH:37][C:38]([O:52][CH3:53])=[C:39]([NH:41][S:42]([C:45]2[CH:50]=[CH:49][C:48]([Br:51])=[CH:47][CH:46]=2)(=[O:44])=[O:43])[CH:40]=1.